From a dataset of Reaction yield outcomes from USPTO patents with 853,638 reactions. Predict the reaction yield, written as a fraction of the theoretical maximum amount of product (1.0 means a 100% yield; for example, 0.34 means a 34% yield). (1) The reactants are Br[C:2]1[C:3]([F:28])=[C:4]([N:8]2[CH:13]=[C:12]([O:14][CH3:15])[C:11](=[O:16])[C:10]([C:17]3[N:21]([C:22]4[CH:27]=[CH:26][CH:25]=[CH:24][CH:23]=4)[N:20]=[CH:19][CH:18]=3)=[N:9]2)[CH:5]=[CH:6][CH:7]=1.[NH:29]1[CH2:33][CH2:32][CH2:31][C:30]1=[O:34].CNCCNC.[O-]P([O-])([O-])=O.[K+].[K+].[K+].C([O-])(O)=O.[Na+]. The catalyst is O1CCOCC1.[Cu]I. The product is [F:28][C:3]1[C:2]([N:29]2[CH2:33][CH2:32][CH2:31][C:30]2=[O:34])=[CH:7][CH:6]=[CH:5][C:4]=1[N:8]1[CH:13]=[C:12]([O:14][CH3:15])[C:11](=[O:16])[C:10]([C:17]2[N:21]([C:22]3[CH:27]=[CH:26][CH:25]=[CH:24][CH:23]=3)[N:20]=[CH:19][CH:18]=2)=[N:9]1. The yield is 0.400. (2) The reactants are [OH:1][C:2]1[CH:3]=[N:4][C:5]2[C:10]([CH:11]=1)=[CH:9][C:8]([CH3:12])=[CH:7][CH:6]=2.[H-].[Na+].[Cl:15][C:16]1[CH:17]=[C:18]([N+:24]([O-:26])=[O:25])[CH:19]=[C:20]([Cl:23])[C:21]=1Cl.Cl. The catalyst is CN(C=O)C. The product is [Cl:15][C:16]1[CH:17]=[C:18]([N+:24]([O-:26])=[O:25])[CH:19]=[C:20]([Cl:23])[C:21]=1[O:1][C:2]1[CH:3]=[N:4][C:5]2[C:10]([CH:11]=1)=[CH:9][C:8]([CH3:12])=[CH:7][CH:6]=2. The yield is 0.670. (3) The reactants are [C:1]1([C:7]2[CH:15]=[C:14]3[C:10]([CH2:11][C:12](=[O:16])[NH:13]3)=[CH:9][CH:8]=2)[CH:6]=[CH:5][CH:4]=[CH:3][CH:2]=1.[CH2:17]([N:19]([CH2:33][CH3:34])[CH2:20][CH2:21][N:22]([CH3:32])[C:23]([C:25]1[NH:26][C:27]([CH:30]=O)=[CH:28][CH:29]=1)=[O:24])[CH3:18]. No catalyst specified. The product is [CH2:33]([N:19]([CH2:17][CH3:18])[CH2:20][CH2:21][N:22]([CH3:32])[C:23]([C:25]1[NH:26][C:27]([CH:30]=[C:11]2[C:10]3[C:14](=[CH:15][C:7]([C:1]4[CH:2]=[CH:3][CH:4]=[CH:5][CH:6]=4)=[CH:8][CH:9]=3)[NH:13][C:12]2=[O:16])=[CH:28][CH:29]=1)=[O:24])[CH3:34]. The yield is 0.630.